From a dataset of Full USPTO retrosynthesis dataset with 1.9M reactions from patents (1976-2016). Predict the reactants needed to synthesize the given product. (1) Given the product [CH3:29][C:20]1[CH:21]=[C:22]([NH:26][C:27]([NH:1][C:2]2[CH:3]=[C:4]([C:8]3[N:9]([C:17]([NH2:19])=[O:18])[C:10]4[C:15]([CH:16]=3)=[CH:14][CH:13]=[CH:12][CH:11]=4)[CH:5]=[CH:6][CH:7]=2)=[O:28])[CH:23]=[CH:24][CH:25]=1, predict the reactants needed to synthesize it. The reactants are: [NH2:1][C:2]1[CH:3]=[C:4]([C:8]2[N:9]([C:17]([NH2:19])=[O:18])[C:10]3[C:15]([CH:16]=2)=[CH:14][CH:13]=[CH:12][CH:11]=3)[CH:5]=[CH:6][CH:7]=1.[C:20]1([CH3:29])[CH:25]=[CH:24][CH:23]=[C:22]([N:26]=[C:27]=[O:28])[CH:21]=1. (2) Given the product [CH3:1][N:2]1[CH2:7][CH2:6][N:5]([CH2:9][CH2:10][N:11]2[C:12](=[O:21])[C:13]3[C:14](=[CH:17][CH:18]=[CH:19][CH:20]=3)[C:15]2=[O:16])[CH2:4][CH2:3]1, predict the reactants needed to synthesize it. The reactants are: [CH3:1][N:2]1[CH2:7][CH2:6][NH:5][CH2:4][CH2:3]1.Br[CH2:9][CH2:10][N:11]1[C:15](=[O:16])[C:14]2=[CH:17][CH:18]=[CH:19][CH:20]=[C:13]2[C:12]1=[O:21].C(=O)([O-])[O-].[K+].[K+]. (3) Given the product [CH3:6][O:5][CH2:4][CH2:3][O:2][C:1](=[O:7])[NH:9][C@@H:10]1[CH2:15][CH2:14][N:13]([C:16]2[CH:21]=[C:20]([C:22]#[N:23])[CH:19]=[C:18]([NH:24][C:25]3[N:30]=[C:29]([NH:31][CH:32]4[CH2:33][CH2:34]4)[C:28]4=[N:35][CH:36]=[C:37]([C:38]#[N:39])[N:27]4[N:26]=3)[C:17]=2[Cl:40])[CH2:12][C@H:11]1[O:41][Si:42]([CH:46]([CH3:48])[CH3:47])([CH:49]([CH3:51])[CH3:50])[CH:43]([CH3:44])[CH3:45], predict the reactants needed to synthesize it. The reactants are: [C:1](Cl)(=[O:7])[O:2][CH2:3][CH2:4][O:5][CH3:6].[NH2:9][C@@H:10]1[CH2:15][CH2:14][N:13]([C:16]2[C:17]([Cl:40])=[C:18]([NH:24][C:25]3[N:30]=[C:29]([NH:31][CH:32]4[CH2:34][CH2:33]4)[C:28]4=[N:35][CH:36]=[C:37]([C:38]#[N:39])[N:27]4[N:26]=3)[CH:19]=[C:20]([C:22]#[N:23])[CH:21]=2)[CH2:12][C@H:11]1[O:41][Si:42]([CH:49]([CH3:51])[CH3:50])([CH:46]([CH3:48])[CH3:47])[CH:43]([CH3:45])[CH3:44].C(N(CC)CC)C. (4) The reactants are: F[C:2]1[CH:7]=[C:6]([F:8])[CH:5]=[CH:4][C:3]=1[N+:9]([O-:11])=[O:10].[CH2:12](N(CC)CC)[CH3:13].C([CH:21]([SH:25])[C:22]([O-:24])=[O:23])C.CCCCCC.ClCCl. Given the product [CH2:12]([O:24][C:22](=[O:23])[CH2:21][S:25][C:2]1[CH:7]=[C:6]([F:8])[CH:5]=[CH:4][C:3]=1[N+:9]([O-:11])=[O:10])[CH3:13], predict the reactants needed to synthesize it. (5) Given the product [N:1]1[CH:6]=[CH:5][CH:4]=[CH:3][C:2]=1[NH:7][CH2:8][CH2:9][NH:10][C:11]([C:13]1[C:17]([NH:18][C:19]([C:21]2[CH:26]=[CH:25][CH:24]=[CH:23][N:22]=2)=[O:20])=[CH:16][NH:15][N:14]=1)=[O:12], predict the reactants needed to synthesize it. The reactants are: [N:1]1[CH:6]=[CH:5][CH:4]=[CH:3][C:2]=1[NH:7][CH2:8][CH2:9][NH:10][C:11]([C:13]1[C:17]([NH:18][C:19]([C:21]2[CH:26]=[CH:25][CH:24]=[CH:23][N:22]=2)=[O:20])=[CH:16][N:15](C2CCCCO2)[N:14]=1)=[O:12].O.C1(C)C=CC(S(O)(=O)=O)=CC=1.C(O)C.C(=O)([O-])O.[Na+].